Dataset: Reaction yield outcomes from USPTO patents with 853,638 reactions. Task: Predict the reaction yield, written as a fraction of the theoretical maximum amount of product (1.0 means a 100% yield; for example, 0.34 means a 34% yield). The reactants are [F:1][C:2]1[CH:3]=[C:4]2[C:9](=[C:10]([NH2:12])[CH:11]=1)[NH:8][CH:7]([CH3:13])[CH2:6][CH2:5]2.[Cl:14][CH2:15][C:16](OC)(OC)OC. The catalyst is Cl.ClCCl.C(=O)(O)[O-].[Na+]. The product is [Cl:14][CH2:15][C:16]1[N:8]2[C:9]3[C:4]([CH2:5][CH2:6][CH:7]2[CH3:13])=[CH:3][C:2]([F:1])=[CH:11][C:10]=3[N:12]=1. The yield is 0.560.